Dataset: Catalyst prediction with 721,799 reactions and 888 catalyst types from USPTO. Task: Predict which catalyst facilitates the given reaction. Reactant: [Cl:1][C:2]1[C:7]([NH:8][CH2:9][C:10]2([CH2:13][O:14][C:15]3[CH:20]=[CH:19][CH:18]=[CH:17][CH:16]=3)[CH2:12][CH2:11]2)=[CH:6][N:5]=[N:4][C:3]=1[NH:21][NH:22][C:23](=O)[CH2:24][CH:25]1[CH2:27][CH2:26]1.P(Cl)(Cl)(Cl)=O. Product: [Cl:1][C:2]1[C:3]2[N:4]([C:23]([CH2:24][CH:25]3[CH2:27][CH2:26]3)=[N:22][N:21]=2)[N:5]=[CH:6][C:7]=1[NH:8][CH2:9][C:10]1([CH2:13][O:14][C:15]2[CH:20]=[CH:19][CH:18]=[CH:17][CH:16]=2)[CH2:12][CH2:11]1. The catalyst class is: 10.